Dataset: Forward reaction prediction with 1.9M reactions from USPTO patents (1976-2016). Task: Predict the product of the given reaction. The product is: [CH3:1][C:2]1[CH:3]=[C:4]([CH:7]=[CH:8][C:9]=1[CH2:10][CH2:11][N:12]1[CH2:17][CH2:16][N:15]([CH2:18][CH2:19][C:20]2[CH:21]=[CH:22][C:23]([N+:26]([O-:28])=[O:27])=[CH:24][CH:25]=2)[CH2:14][CH2:13]1)[C:5]#[N:6]. Given the reactants [CH3:1][C:2]1[CH:3]=[C:4]([CH:7]=[CH:8][C:9]=1/[CH:10]=[CH:11]/[N:12]1[CH2:17][CH2:16][N:15]([CH2:18][CH2:19][C:20]2[CH:25]=[CH:24][C:23]([N+:26]([O-:28])=[O:27])=[CH:22][CH:21]=2)[CH2:14][CH2:13]1)[C:5]#[N:6].[BH4-].[Na+], predict the reaction product.